Dataset: Peptide-MHC class II binding affinity with 134,281 pairs from IEDB. Task: Regression. Given a peptide amino acid sequence and an MHC pseudo amino acid sequence, predict their binding affinity value. This is MHC class II binding data. (1) The peptide sequence is LRRGLSQFTQTVKSD. The MHC is DRB1_0101 with pseudo-sequence DRB1_0101. The binding affinity (normalized) is 0.533. (2) The peptide sequence is EPTAAPAEPEAPAPE. The MHC is DRB3_0202 with pseudo-sequence DRB3_0202. The binding affinity (normalized) is 0.0867. (3) The peptide sequence is IFKISKTVSEGAVDI. The MHC is DRB5_0101 with pseudo-sequence DRB5_0101. The binding affinity (normalized) is 0. (4) The peptide sequence is TPVNIIGRNLLTQIG. The MHC is DRB1_0405 with pseudo-sequence DRB1_0405. The binding affinity (normalized) is 0.159. (5) The peptide sequence is ALAAAGLVGVLAGLAK. The MHC is DRB1_0701 with pseudo-sequence DRB1_0701. The binding affinity (normalized) is 0.744.